This data is from Reaction yield outcomes from USPTO patents with 853,638 reactions. The task is: Predict the reaction yield, written as a fraction of the theoretical maximum amount of product (1.0 means a 100% yield; for example, 0.34 means a 34% yield). (1) The reactants are [F:1][C:2]1[CH:30]=[CH:29][C:5]([CH2:6][NH:7][C:8](=[O:28])[C:9]2[CH:14]=[CH:13][C:12]([S:15]([N:18]3[C:26]4[C:21](=[CH:22][CH:23]=[CH:24][CH:25]=4)[C:20](I)=[CH:19]3)(=[O:17])=[O:16])=[CH:11][CH:10]=2)=[CH:4][CH:3]=1.[CH:31]1(B(O)O)[CH2:33][CH2:32]1.C1(P(C2CCCCC2)C2CCCCC2)CCCCC1.P([O-])([O-])([O-])=O.[K+].[K+].[K+]. The catalyst is C1(C)C=CC=CC=1.O.C([O-])(=O)C.[Pd+2].C([O-])(=O)C. The product is [CH:31]1([C:20]2[C:21]3[C:26](=[CH:25][CH:24]=[CH:23][CH:22]=3)[N:18]([S:15]([C:12]3[CH:13]=[CH:14][C:9]([C:8]([NH:7][CH2:6][C:5]4[CH:29]=[CH:30][C:2]([F:1])=[CH:3][CH:4]=4)=[O:28])=[CH:10][CH:11]=3)(=[O:17])=[O:16])[CH:19]=2)[CH2:33][CH2:32]1. The yield is 0.600. (2) The reactants are [F:1][C:2]1[CH:14]=[CH:13][C:5]([CH2:6][C:7]2([CH2:11][OH:12])[CH2:10][CH2:9][CH2:8]2)=[CH:4][CH:3]=1.[C:15](Cl)(Cl)=[O:16].Cl.Cl.[NH2:21][C@@H:22]([CH2:35][CH2:36][CH2:37][CH2:38][NH:39][S:40]([N:43]([CH3:45])[CH3:44])(=[O:42])=[O:41])[CH:23]([OH:34])[C:24]([NH:26][CH2:27][C:28]1[CH:29]=[N:30][CH:31]=[CH:32][CH:33]=1)=[O:25].C(N(CC)CC)C. The catalyst is O1CCCC1.C1(C)C=CC=CC=1. The product is [CH3:45][N:43]([CH3:44])[S:40]([NH:39][CH2:38][CH2:37][CH2:36][CH2:35][C@H:22]([NH:21][C:15](=[O:16])[O:12][CH2:11][C:7]1([CH2:6][C:5]2[CH:4]=[CH:3][C:2]([F:1])=[CH:14][CH:13]=2)[CH2:8][CH2:9][CH2:10]1)[CH:23]([OH:34])[C:24](=[O:25])[NH:26][CH2:27][C:28]1[CH:29]=[N:30][CH:31]=[CH:32][CH:33]=1)(=[O:41])=[O:42]. The yield is 0.590. (3) The reactants are [CH:1]([C:3]1[O:4][C:5]([C:8]([OH:10])=[O:9])=[CH:6][CH:7]=1)=O.Cl.[NH2:12]O.C(OC(=O)C)(=O)C.Cl. The catalyst is O.N1C=CC=CC=1. The product is [C:1]([C:3]1[O:4][C:5]([C:8]([OH:10])=[O:9])=[CH:6][CH:7]=1)#[N:12]. The yield is 0.460. (4) The reactants are [Na].Cl[C:3]1[N:11]=[C:10]2[C:6]([NH:7][CH:8]=[N:9]2)=[C:5]([NH2:12])[N:4]=1.O.Cl.[CH3:15][O:16][CH2:17][CH2:18][OH:19]. No catalyst specified. The product is [CH3:15][O:16][CH2:17][CH2:18][O:19][C:3]1[N:11]=[C:10]2[C:6]([NH:7][CH:8]=[N:9]2)=[C:5]([NH2:12])[N:4]=1. The yield is 0.730. (5) The reactants are [NH2:1][C:2]1[C:7]([OH:8])=[CH:6][C:5]([C:9]2[CH:14]=[CH:13][C:12]([O:15][CH2:16][CH2:17][N:18]3[CH2:23][CH2:22][O:21][CH2:20][CH2:19]3)=[CH:11][CH:10]=2)=[CH:4][N:3]=1.NC1C(O)=CC(C2C=CC=CC=2)=CN=1.[H-].[Na+].Br[CH2:41][C:42]1[CH:47]=[CH:46][CH:45]=[C:44]([N+:48]([O-:50])=[O:49])[CH:43]=1.Cl. The catalyst is CN(C=O)C. The product is [N:18]1([CH2:17][CH2:16][O:15][C:12]2[CH:13]=[CH:14][C:9]([C:5]3[CH:6]=[C:7]([O:8][CH2:41][C:42]4[CH:47]=[CH:46][CH:45]=[C:44]([N+:48]([O-:50])=[O:49])[CH:43]=4)[C:2]([NH2:1])=[N:3][CH:4]=3)=[CH:10][CH:11]=2)[CH2:23][CH2:22][O:21][CH2:20][CH2:19]1. The yield is 0.680. (6) The reactants are [OH:1][CH:2]([C:31]1[CH:36]=[CH:35][CH:34]=[CH:33][CH:32]=1)[CH2:3][NH:4][C:5]([C:7]1[N:8]=[N:9][C:10]([N:13]2[CH2:18][CH2:17][N:16]([C:19](=[O:30])[C:20]3[CH:25]=[CH:24][CH:23]=[CH:22][C:21]=3[C:26]([F:29])([F:28])[F:27])[CH2:15][CH2:14]2)=[CH:11][CH:12]=1)=[O:6].CC(OI1(OC(C)=O)(OC(C)=O)OC(=O)C2C1=CC=CC=2)=O.S([O-])([O-])(=O)=S.[Na+].[Na+]. The catalyst is ClCCl.C(OCC)C.[Na]. The product is [O:1]=[C:2]([C:31]1[CH:32]=[CH:33][CH:34]=[CH:35][CH:36]=1)[CH2:3][NH:4][C:5]([C:7]1[N:8]=[N:9][C:10]([N:13]2[CH2:18][CH2:17][N:16]([C:19](=[O:30])[C:20]3[CH:25]=[CH:24][CH:23]=[CH:22][C:21]=3[C:26]([F:27])([F:29])[F:28])[CH2:15][CH2:14]2)=[CH:11][CH:12]=1)=[O:6]. The yield is 0.510. (7) The reactants are Br[C:2]1[CH:11]=[CH:10][C:9]2[C:4](=[CH:5][CH:6]=[C:7]([O:12][CH3:13])[CH:8]=2)[CH:3]=1.[CH3:14][O:15][C:16]1[CH:17]=[C:18](OB(O)O)[CH:19]=[CH:20][CH:21]=1. No catalyst specified. The product is [CH3:13][O:12][C:7]1[CH:6]=[CH:5][C:4]2[C:9](=[CH:10][CH:11]=[C:2]([C:20]3[CH:19]=[CH:18][CH:17]=[C:16]([O:15][CH3:14])[CH:21]=3)[CH:3]=2)[CH:8]=1. The yield is 0.810. (8) The reactants are [Cl-].O[NH3+:3].[C:4](=[O:7])([O-])[OH:5].[Na+].CS(C)=O.[F:13][C:14]1[CH:19]=[CH:18][C:17]([N:20]2[C:25](=[O:26])[C:24]([CH2:27][C:28]3[CH:33]=[CH:32][C:31]([C:34]4[C:35]([C:40]#[N:41])=[CH:36][CH:37]=[CH:38][CH:39]=4)=[CH:30][CH:29]=3)=[C:23]([CH2:42][CH2:43][CH3:44])[N:22]=[C:21]2[CH3:45])=[CH:16][CH:15]=1. The catalyst is C(OCC)(=O)C. The product is [F:13][C:14]1[CH:15]=[CH:16][C:17]([N:20]2[C:25](=[O:26])[C:24]([CH2:27][C:28]3[CH:33]=[CH:32][C:31]([C:34]4[CH:39]=[CH:38][CH:37]=[CH:36][C:35]=4[C:40]4[NH:3][C:4](=[O:7])[O:5][N:41]=4)=[CH:30][CH:29]=3)=[C:23]([CH2:42][CH2:43][CH3:44])[N:22]=[C:21]2[CH3:45])=[CH:18][CH:19]=1. The yield is 0.910.